From a dataset of Reaction yield outcomes from USPTO patents with 853,638 reactions. Predict the reaction yield, written as a fraction of the theoretical maximum amount of product (1.0 means a 100% yield; for example, 0.34 means a 34% yield). (1) The reactants are [CH3:1][N:2]1[CH:7]=[C:6](B2OC(C)(C)C(C)(C)O2)[CH:5]=[C:4]([NH:17][C:18]2[CH:23]=[CH:22][N:21]=[CH:20][N:19]=2)[C:3]1=[O:24].[C:25]([O:28][CH2:29][C:30]1[C:35]([N:36]2[CH2:47][CH2:46][N:45]3[C:38](=[CH:39][C:40]4[CH2:41][C:42]([CH3:49])([CH3:48])[CH2:43][C:44]=43)[C:37]2=[O:50])=[CH:34][CH:33]=[CH:32][C:31]=1Br)(=[O:27])[CH3:26].COCCOC.C(=O)([O-])[O-].[Na+].[Na+]. The catalyst is C1C=CC([P]([Pd]([P](C2C=CC=CC=2)(C2C=CC=CC=2)C2C=CC=CC=2)([P](C2C=CC=CC=2)(C2C=CC=CC=2)C2C=CC=CC=2)[P](C2C=CC=CC=2)(C2C=CC=CC=2)C2C=CC=CC=2)(C2C=CC=CC=2)C2C=CC=CC=2)=CC=1.CO.C(OCC)C.O.C(OCC)(=O)C. The product is [C:25]([O:28][CH2:29][C:30]1[C:31]([C:6]2[CH:5]=[C:4]([NH:17][C:18]3[CH:23]=[CH:22][N:21]=[CH:20][N:19]=3)[C:3](=[O:24])[N:2]([CH3:1])[CH:7]=2)=[CH:32][CH:33]=[CH:34][C:35]=1[N:36]1[CH2:47][CH2:46][N:45]2[C:38](=[CH:39][C:40]3[CH2:41][C:42]([CH3:49])([CH3:48])[CH2:43][C:44]=32)[C:37]1=[O:50])(=[O:27])[CH3:26]. The yield is 0.530. (2) The reactants are [S:1](=[O:32])(=[O:31])([O:3][CH2:4][C@@H:5]1[C@@H:12]2[C@@H:8]([O:9]C(C)(C)[O:11]2)[C@H:7]([N:15]2[C:19]3[N:20]=[CH:21][N:22]=[C:23]([S:24][C:25]4[CH:30]=[CH:29][CH:28]=[CH:27][CH:26]=4)[C:18]=3[CH:17]=[CH:16]2)[CH2:6]1)[NH2:2]. The catalyst is FC(F)(F)C(O)=O.O. The product is [S:1](=[O:32])(=[O:31])([O:3][CH2:4][C@H:5]1[CH2:6][C@@H:7]([N:15]2[C:19]3[N:20]=[CH:21][N:22]=[C:23]([S:24][C:25]4[CH:30]=[CH:29][CH:28]=[CH:27][CH:26]=4)[C:18]=3[CH:17]=[CH:16]2)[C@H:8]([OH:9])[C@@H:12]1[OH:11])[NH2:2]. The yield is 0.570. (3) The reactants are [NH:1]1[CH2:4][CH:3]([CH:5]2[CH2:10][CH2:9][N:8]([C:11]([C:13]3[S:14][CH:15]=[CH:16][N:17]=3)=[O:12])[CH2:7][CH2:6]2)[CH2:2]1.[F:18][C:19]([F:37])([F:36])[C:20]1[CH:21]=[C:22]([CH:33]=[CH:34][CH:35]=1)[CH2:23][C:24]1[CH:32]=[CH:31][C:27]([C:28](O)=[O:29])=[CH:26][CH:25]=1.CCN(CC)CC.CN(C(ON1N=NC2C=CC=NC1=2)=[N+](C)C)C.F[P-](F)(F)(F)(F)F. The yield is 0.330. The product is [S:14]1[CH:15]=[CH:16][N:17]=[C:13]1[C:11]([N:8]1[CH2:7][CH2:6][CH:5]([CH:3]2[CH2:2][N:1]([C:28]([C:27]3[CH:26]=[CH:25][C:24]([CH2:23][C:22]4[CH:33]=[CH:34][CH:35]=[C:20]([C:19]([F:18])([F:37])[F:36])[CH:21]=4)=[CH:32][CH:31]=3)=[O:29])[CH2:4]2)[CH2:10][CH2:9]1)=[O:12]. The catalyst is C(Cl)Cl. (4) The reactants are [O-]P([O-])([O-])=O.[K+].[K+].[K+].[CH2:9]([NH2:16])[C:10]1[CH:15]=[CH:14][CH:13]=[CH:12][CH:11]=1.I[C:18]1[CH:26]=[CH:25][CH:24]=[CH:23][C:19]=1[C:20]([OH:22])=[O:21].C(O)CO.Cl. The catalyst is [Cu]I.C(OCC)C.O.CC(O)C. The product is [CH2:9]([NH:16][C:18]1[CH:26]=[CH:25][CH:24]=[CH:23][C:19]=1[C:20]([OH:22])=[O:21])[C:10]1[CH:15]=[CH:14][CH:13]=[CH:12][CH:11]=1. The yield is 0.710. (5) The reactants are COC1C=C(C([O-])=O)C2C(CCN[C@H]3C4CCN(CC4)C3)=NNC=2C=1.[Li+].[CH3:27][O:28][C:29]1[C:40]2[C:41]3[N:33]([NH:34][CH2:35][C:36]=3[C@H:37]([CH:43]3[CH:48]4[CH2:49][CH2:50][N:45]([CH2:46][CH2:47]4)[CH2:44]3)[C:38](=[O:42])[CH:39]=2)[CH:32]=[CH:31][N:30]=1.[ClH:51]. No catalyst specified. The product is [ClH:51].[CH3:27][O:28][C:29]1[C:40]2[C:41]3[N:33]([NH:34][CH2:35][C:36]=3[C@H:37]([CH:43]3[CH:48]4[CH2:47][CH2:46][N:45]([CH2:50][CH2:49]4)[CH2:44]3)[C:38](=[O:42])[CH:39]=2)[CH:32]=[CH:31][N:30]=1. The yield is 0.390. (6) The reactants are F[C:2]1[CH:7]=[CH:6][C:5]([S:8]([NH2:11])(=[O:10])=[O:9])=[CH:4][C:3]=1[S:12]([C:15]([F:18])([F:17])[F:16])(=[O:14])=[O:13].CC[N:21]([CH:25]([CH3:27])[CH3:26])C(C)C.[C:28]([O:31][CH2:32]C)(=[O:30])C. The catalyst is CN(C=O)C. The product is [C:5]1([S:8][CH2:27][C@H:25]([NH:21][C:2]2[CH:7]=[CH:6][C:5]([S:8](=[O:10])(=[O:9])[NH2:11])=[CH:4][C:3]=2[S:12]([C:15]([F:18])([F:17])[F:16])(=[O:14])=[O:13])[CH2:26][C:28]([O:31][CH3:32])=[O:30])[CH:6]=[CH:7][CH:2]=[CH:3][CH:4]=1. The yield is 0.560. (7) The reactants are C(OC([N:8](C(OC(C)(C)C)=O)[C:9]1[N:10]=[CH:11][C:12]([C:32]2[CH:33]=[N:34][N:35]([CH2:37][C:38]([NH:40][CH:41]3[CH2:46][CH2:45][N:44](C(OC(C)(C)C)=O)[C@@H:43]([C:54]([O:56][CH:57]4[CH2:61][CH2:60][CH2:59][CH2:58]4)=[O:55])[CH2:42]3)=O)[CH:36]=2)=[N:13][C:14]=1[N:15](C(OC(C)(C)C)=O)[CH2:16][C:17]1[C:22]([Cl:23])=[CH:21][CH:20]=[CH:19][C:18]=1[Cl:24])=O)(C)(C)C.Cl. The catalyst is O1CCOCC1. The product is [NH2:8][C:9]1[N:10]=[CH:11][C:12]([C:32]2[CH:33]=[N:34][N:35]([CH2:37][CH2:38][NH:40][CH:41]3[CH2:46][CH2:45][NH:44][C@@H:43]([C:54]([O:56][CH:57]4[CH2:58][CH2:59][CH2:60][CH2:61]4)=[O:55])[CH2:42]3)[CH:36]=2)=[N:13][C:14]=1[NH:15][CH2:16][C:17]1[C:18]([Cl:24])=[CH:19][CH:20]=[CH:21][C:22]=1[Cl:23]. The yield is 0.300.